This data is from Full USPTO retrosynthesis dataset with 1.9M reactions from patents (1976-2016). The task is: Predict the reactants needed to synthesize the given product. (1) Given the product [N:22]1([CH2:21][C@@H:17]2[CH2:18][CH2:19][CH2:20][N:16]2[C:14]([C:11]2[CH:10]=[CH:9][C:8]([C:5]3[CH:4]=[CH:3][C:2]([NH:1][S:28]([CH3:27])(=[O:30])=[O:29])=[N:7][CH:6]=3)=[CH:13][CH:12]=2)=[O:15])[CH2:23][CH2:24][CH2:25][CH2:26]1, predict the reactants needed to synthesize it. The reactants are: [NH2:1][C:2]1[N:7]=[CH:6][C:5]([C:8]2[CH:13]=[CH:12][C:11]([C:14]([N:16]3[CH2:20][CH2:19][CH2:18][C@H:17]3[CH2:21][N:22]3[CH2:26][CH2:25][CH2:24][CH2:23]3)=[O:15])=[CH:10][CH:9]=2)=[CH:4][CH:3]=1.[CH3:27][S:28](Cl)(=[O:30])=[O:29]. (2) Given the product [NH2:8][C@@:9]1([CH3:37])[CH2:13][CH2:12][C@@H:11]([NH:14][C:15]2[C:16]3[N:17]([CH:24]=[C:25]([C:27]4[S:32][C:31]([S:33][CH3:34])=[N:30][N:29]=4)[CH:26]=3)[N:18]=[CH:19][C:20]=2[C:21]([NH2:22])=[O:23])[C:10]1([CH3:35])[CH3:36], predict the reactants needed to synthesize it. The reactants are: C(OC([NH:8][C@@:9]1([CH3:37])[CH2:13][CH2:12][C@@H:11]([NH:14][C:15]2[C:16]3[N:17]([CH:24]=[C:25]([C:27]([NH:29][NH:30][C:31]([S:33][CH3:34])=[S:32])=O)[CH:26]=3)[N:18]=[CH:19][C:20]=2[C:21](=[O:23])[NH2:22])[C:10]1([CH3:36])[CH3:35])=O)(C)(C)C.O.C1(C)C=CC(S(O)(=O)=O)=CC=1. (3) The reactants are: [F:1][CH:2]([CH2:12][CH2:13][N:14]1[CH:19]=[CH:18][C:17]([NH:20][C:21](=[O:29])[CH2:22][C:23]2[CH:28]=[CH:27][CH:26]=[CH:25][CH:24]=2)=[CH:16][C:15]1=[O:30])[CH2:3][N:4]1[CH:8]=[C:7]([C:9]([OH:11])=O)[N:6]=[N:5]1.[F:31][C:32]1[CH:37]=[CH:36][C:35]([O:38][C:39]([F:42])([F:41])[F:40])=[CH:34][C:33]=1[CH2:43][NH2:44].CN(C(ON1N=NC2C=CC=NC1=2)=[N+](C)C)C.F[P-](F)(F)(F)(F)F.CCN(C(C)C)C(C)C. Given the product [F:1][CH:2]([CH2:12][CH2:13][N:14]1[CH:19]=[CH:18][C:17]([NH:20][C:21](=[O:29])[CH2:22][C:23]2[CH:28]=[CH:27][CH:26]=[CH:25][CH:24]=2)=[CH:16][C:15]1=[O:30])[CH2:3][N:4]1[CH:8]=[C:7]([C:9]([NH:44][CH2:43][C:33]2[CH:34]=[C:35]([O:38][C:39]([F:40])([F:41])[F:42])[CH:36]=[CH:37][C:32]=2[F:31])=[O:11])[N:6]=[N:5]1, predict the reactants needed to synthesize it. (4) Given the product [CH3:1][O:2][C:3]1[C:10]([O:11][CH3:12])=[C:9]([O:13][CH3:14])[CH:8]=[CH:7][C:4]=1[OH:23], predict the reactants needed to synthesize it. The reactants are: [CH3:1][O:2][C:3]1[C:10]([O:11][CH3:12])=[C:9]([O:13][CH3:14])[CH:8]=[CH:7][C:4]=1C=O.ClC1C=CC=C(C(OO)=[O:23])C=1.